Predict the reactants needed to synthesize the given product. From a dataset of Full USPTO retrosynthesis dataset with 1.9M reactions from patents (1976-2016). (1) Given the product [CH2:1]([N:8]([CH2:10][C:11]1[S:19][C:18]2[C:17]([N:20]3[CH2:25][CH2:24][O:23][CH2:22][CH2:21]3)=[N:16][C:15]([C:35]3[CH:36]=[N:37][C:38]([NH2:41])=[N:39][CH:40]=3)=[N:14][C:13]=2[CH:12]=1)[CH3:9])[C:2]1[CH:7]=[CH:6][CH:5]=[CH:4][CH:3]=1, predict the reactants needed to synthesize it. The reactants are: [CH2:1]([N:8]([CH2:10][C:11]1[S:19][C:18]2[C:17]([N:20]3[CH2:25][CH2:24][O:23][CH2:22][CH2:21]3)=[N:16][C:15](Cl)=[N:14][C:13]=2[CH:12]=1)[CH3:9])[C:2]1[CH:7]=[CH:6][CH:5]=[CH:4][CH:3]=1.CC1(C)C(C)(C)OB([C:35]2[CH:36]=[N:37][C:38]([NH2:41])=[N:39][CH:40]=2)O1. (2) Given the product [NH2:1][C:2]1[CH:7]=[CH:6][C:5]([Cl:8])=[CH:4][C:3]=1[CH:9]([C:11]1[CH:16]=[CH:15][CH:14]=[C:13]([CH2:17][CH3:18])[C:12]=1[O:19][CH3:20])[OH:10], predict the reactants needed to synthesize it. The reactants are: [NH2:1][C:2]1[CH:7]=[CH:6][C:5]([Cl:8])=[CH:4][C:3]=1[C:9]([C:11]1[CH:16]=[CH:15][CH:14]=[C:13]([CH2:17][CH3:18])[C:12]=1[O:19][CH3:20])=[O:10].[BH4-].[Na+].